From a dataset of Full USPTO retrosynthesis dataset with 1.9M reactions from patents (1976-2016). Predict the reactants needed to synthesize the given product. (1) Given the product [C:24]([C:27]1[CH:28]=[C:29]([CH:32]=[CH:33][CH:34]=1)[CH:30]=[N:14][NH:13][C:11]1[CH:12]=[C:7]([N:1]2[CH2:2][CH2:3][O:4][CH2:5][CH2:6]2)[C:8]2[N:9]([CH:15]=[C:16]([C:18]3[CH:23]=[CH:22][N:21]=[CH:20][CH:19]=3)[N:17]=2)[N:10]=1)(=[O:26])[CH3:25], predict the reactants needed to synthesize it. The reactants are: [N:1]1([C:7]2[C:8]3[N:9]([CH:15]=[C:16]([C:18]4[CH:23]=[CH:22][N:21]=[CH:20][CH:19]=4)[N:17]=3)[N:10]=[C:11]([NH:13][NH2:14])[CH:12]=2)[CH2:6][CH2:5][O:4][CH2:3][CH2:2]1.[C:24]([C:27]1[CH:28]=[C:29]([CH:32]=[CH:33][CH:34]=1)[CH:30]=O)(=[O:26])[CH3:25]. (2) The reactants are: [C:1](Cl)(=[O:3])[CH3:2].[CH3:5][O:6][C:7]1[CH:12]=[CH:11][CH:10]=[C:9]([O:13][CH3:14])[C:8]=1[CH3:15].Cl. Given the product [CH3:14][O:13][C:9]1[C:8]([CH3:15])=[C:7]([O:6][CH3:5])[CH:12]=[CH:11][C:10]=1[C:1](=[O:3])[CH3:2], predict the reactants needed to synthesize it. (3) The reactants are: [Br:1][C:2]1[CH:11]=[C:10]2[C:5]([CH:6]=[CH:7][CH:8]=[N:9]2)=[CH:4][CH:3]=1.ClC1C=CC=C(C(OO)=[O:20])C=1.O. Given the product [Br:1][C:2]1[CH:11]=[C:10]2[C:5]([CH:6]=[CH:7][CH:8]=[N+:9]2[O-:20])=[CH:4][CH:3]=1, predict the reactants needed to synthesize it. (4) Given the product [CH3:1][O:2][C:3]1[CH:4]=[C:5]2[C:10](=[CH:11][C:12]=1[O:13][CH3:14])[N:9]=[CH:8][CH:7]=[C:6]2[O:15][C:16]1[CH:22]=[CH:21][C:19]([NH:20][C:43](=[O:49])[O:44][CH2:45][CH2:59][CH2:58][O:57][C:56]2[CH:62]=[CH:63][C:53]([O:52][CH3:51])=[CH:54][CH:55]=2)=[C:18]([CH3:23])[C:17]=1[CH3:24], predict the reactants needed to synthesize it. The reactants are: [CH3:1][O:2][C:3]1[CH:4]=[C:5]2[C:10](=[CH:11][C:12]=1[O:13][CH3:14])[N:9]=[CH:8][CH:7]=[C:6]2[O:15][C:16]1[CH:22]=[CH:21][C:19]([NH2:20])=[C:18]([CH3:23])[C:17]=1[CH3:24].C1(C)C=CC=CC=1.C(N(CC)CC)C.ClC(Cl)(O[C:43](=[O:49])[O:44][C:45](Cl)(Cl)Cl)Cl.[CH3:51][O:52][C:53]1[CH:63]=[CH:62][C:56]([O:57][CH2:58][CH2:59]CO)=[CH:55][CH:54]=1. (5) Given the product [O:22]1[CH:4]=[CH:3][CH:2]=[C:11]1[C:2]1[CH:11]=[C:10]2[C:5]([N:6]=[CH:7][CH:8]=[N:9]2)=[C:4]([C:12]([NH:14][CH2:15][C:16]([OH:18])=[O:17])=[O:13])[C:3]=1[OH:21], predict the reactants needed to synthesize it. The reactants are: Br[C:2]1[CH:11]=[C:10]2[C:5]([N:6]=[CH:7][CH:8]=[N:9]2)=[C:4]([C:12]([NH:14][CH2:15][C:16]([O:18]CC)=[O:17])=[O:13])[C:3]=1[OH:21].[OH-:22].[Na+]. (6) Given the product [OH:1][C@@H:2]1[CH:18]2[CH:9]([CH2:10][CH2:11][C:12]3[C@:17]2([CH3:19])[CH2:16][CH2:15][C:14](=[O:20])[CH:13]=3)[CH:8]2[C@@:4]([CH3:25])([C@@H:5]([C:21]([OH:26])=[O:24])[CH2:6][CH2:7]2)[CH2:3]1, predict the reactants needed to synthesize it. The reactants are: [OH:1][C@@H:2]1[CH:18]2[CH:9]([CH2:10][CH2:11][C:12]3[C@:17]2([CH3:19])[CH2:16][CH2:15][C:14](=[O:20])[CH:13]=3)[CH:8]2[C@@:4]([CH3:25])([C@@H:5]([C:21](=[O:24])CO)[CH2:6][CH2:7]2)[CH2:3]1.[OH2:26]. (7) The reactants are: [Cl:1][C:2]1[CH:11]=[CH:10][C:5]([C:6]([O:8][CH3:9])=[O:7])=[C:4](OS(C(F)(F)F)(=O)=O)[CH:3]=1.O1CCCC1.[CH3:25][NH:26][CH3:27].C(OCC)(=O)C. Given the product [Cl:1][C:2]1[CH:11]=[CH:10][C:5]([C:6]([O:8][CH3:9])=[O:7])=[C:4]([N:26]([CH3:27])[CH3:25])[CH:3]=1, predict the reactants needed to synthesize it.